This data is from Forward reaction prediction with 1.9M reactions from USPTO patents (1976-2016). The task is: Predict the product of the given reaction. Given the reactants [CH3:1][C:2]([CH3:21])([CH3:20])[C:3]([C:5]1[N:9]([CH2:10][C:11]([OH:13])=O)[C:8]2[CH:14]=[CH:15][C:16]([O:18][CH3:19])=[CH:17][C:7]=2[N:6]=1)=[O:4].C1C=CC2N(O)N=NC=2C=1.[CH2:32]([NH:35][CH2:36][CH:37]1[CH2:39][CH2:38]1)[CH2:33][CH3:34].CCN(C(C)C)C(C)C, predict the reaction product. The product is: [CH:37]1([CH2:36][N:35]([CH2:32][CH2:33][CH3:34])[C:11](=[O:13])[CH2:10][N:9]2[C:8]3[CH:14]=[CH:15][C:16]([O:18][CH3:19])=[CH:17][C:7]=3[N:6]=[C:5]2[C:3](=[O:4])[C:2]([CH3:1])([CH3:21])[CH3:20])[CH2:39][CH2:38]1.